This data is from Full USPTO retrosynthesis dataset with 1.9M reactions from patents (1976-2016). The task is: Predict the reactants needed to synthesize the given product. Given the product [CH:26]1([N:4]([CH:1]2[CH2:2][CH2:3]2)[C:5]([C:7]2[N:23]([CH2:24][CH3:25])[C:10]3=[N:11][C:12]([NH:19][C:20]4[S:21][CH:30]=[C:31]([CH2:32][F:33])[N:22]=4)=[C:13]4[N:17]=[CH:16][N:15]([CH3:18])[C:14]4=[C:9]3[CH:8]=2)=[O:6])[CH2:27][CH2:28]1, predict the reactants needed to synthesize it. The reactants are: [CH:1]1([N:4]([CH:26]2[CH2:28][CH2:27]2)[C:5]([C:7]2[N:23]([CH2:24][CH3:25])[C:10]3=[N:11][C:12]([NH:19][C:20]([NH2:22])=[S:21])=[C:13]4[N:17]=[CH:16][N:15]([CH3:18])[C:14]4=[C:9]3[CH:8]=2)=[O:6])[CH2:3][CH2:2]1.Br[CH2:30][C:31](=O)[CH2:32][F:33].